From a dataset of Full USPTO retrosynthesis dataset with 1.9M reactions from patents (1976-2016). Predict the reactants needed to synthesize the given product. Given the product [CH3:8][O:9][C:10]1[CH:17]=[CH:16][C:13]([CH2:14][NH:15][C:19]2[C:24]([C:25]([O:27][CH3:1])=[O:26])=[CH:23][C:22]([C:28]([F:31])([F:30])[F:29])=[CH:21][N:20]=2)=[CH:12][CH:11]=1, predict the reactants needed to synthesize it. The reactants are: [CH2:1](N(CC)CC)C.[CH3:8][O:9][C:10]1[CH:17]=[CH:16][C:13]([CH2:14][NH2:15])=[CH:12][CH:11]=1.Cl[C:19]1[C:24]([C:25]([OH:27])=[O:26])=[CH:23][C:22]([C:28]([F:31])([F:30])[F:29])=[CH:21][N:20]=1.C[Si](C=[N+]=[N-])(C)C.CCCCCC.